Dataset: Reaction yield outcomes from USPTO patents with 853,638 reactions. Task: Predict the reaction yield, written as a fraction of the theoretical maximum amount of product (1.0 means a 100% yield; for example, 0.34 means a 34% yield). (1) The reactants are [Cl:1][C:2]1[CH:7]=[CH:6][C:5]([O:8][CH3:9])=[C:4](I)[CH:3]=1.[Br:11][C:12]1[C:13]([NH2:19])=[N:14][CH:15]=[C:16]([CH3:18])[CH:17]=1. The catalyst is CCOCC.C1C=CC(/C=C/C(/C=C/C2C=CC=CC=2)=O)=CC=1.C1C=CC(/C=C/C(/C=C/C2C=CC=CC=2)=O)=CC=1.C1C=CC(/C=C/C(/C=C/C2C=CC=CC=2)=O)=CC=1.[Pd].[Pd].CC1(C)C2C(=C(P(C3C=CC=CC=3)C3C=CC=CC=3)C=CC=2)OC2C(P(C3C=CC=CC=3)C3C=CC=CC=3)=CC=CC1=2. The product is [Br:11][C:12]1[C:13]([NH:19][C:4]2[CH:3]=[C:2]([Cl:1])[CH:7]=[CH:6][C:5]=2[O:8][CH3:9])=[N:14][CH:15]=[C:16]([CH3:18])[CH:17]=1. The yield is 0.840. (2) The reactants are Cl.[F:2][C:3]([F:17])([F:16])[C:4]1[C:12]2[CH2:11][CH2:10][CH2:9][CH2:8][C:7]=2[N:6]([CH2:13][CH2:14][NH2:15])[N:5]=1.[CH3:18][N:19]1[C:23](=[O:24])[C:22]2=[C:25]([S:31][CH3:32])[S:26][C:27]([C:28](O)=[O:29])=[C:21]2[CH2:20]1.CCN=C=NCCCN(C)C.C1C=CC2N(O)N=NC=2C=1.C(N(CC)CC)C. The catalyst is O.CN(C=O)C. The product is [CH3:18][N:19]1[C:23](=[O:24])[C:22]2=[C:25]([S:31][CH3:32])[S:26][C:27]([C:28]([NH:15][CH2:14][CH2:13][N:6]3[C:7]4[CH2:8][CH2:9][CH2:10][CH2:11][C:12]=4[C:4]([C:3]([F:2])([F:16])[F:17])=[N:5]3)=[O:29])=[C:21]2[CH2:20]1. The yield is 0.830. (3) The reactants are [Cl:1][C:2]1[CH:12]=[C:11]([Cl:13])[C:10]([O:14][C:15]2[N:19]([CH3:20])[N:18]=[C:17]([CH3:21])[C:16]=2[CH:22]=[CH2:23])=[CH:9][C:3]=1[O:4][CH2:5][C:6]([OH:8])=O.[CH:24]1([CH2:27][NH2:28])[CH2:26][CH2:25]1.Cl.C(N=C=NCCCN(C)C)C.ON1C2C=CC=CC=2N=N1. The catalyst is CN(C)C=O.O. The product is [CH:24]1([CH2:27][NH:28][C:6](=[O:8])[CH2:5][O:4][C:3]2[CH:9]=[C:10]([O:14][C:15]3[N:19]([CH3:20])[N:18]=[C:17]([CH3:21])[C:16]=3[CH:22]=[CH2:23])[C:11]([Cl:13])=[CH:12][C:2]=2[Cl:1])[CH2:26][CH2:25]1. The yield is 0.590. (4) The reactants are [Cl:1][C:2]1[C:7]([C:8]([F:11])([F:10])[F:9])=[CH:6][N:5]=[C:4]2[NH:12][CH:13]=[C:14]([NH:15][C:16](=[O:20])[CH2:17][O:18][CH3:19])[C:3]=12.[NH:21]1[CH2:26][CH2:25][CH2:24][C@@H:23]([NH:27]C(=O)OC(C)(C)C)[CH2:22]1.CCN(C(C)C)C(C)C.C(O)(C(F)(F)F)=O. The catalyst is CN1C(=O)CCC1.C(OCC)(=O)C.C(Cl)Cl. The product is [ClH:1].[NH2:27][C@@H:23]1[CH2:24][CH2:25][CH2:26][N:21]([C:2]2[C:7]([C:8]([F:11])([F:10])[F:9])=[CH:6][N:5]=[C:4]3[NH:12][CH:13]=[C:14]([NH:15][C:16](=[O:20])[CH2:17][O:18][CH3:19])[C:3]=23)[CH2:22]1. The yield is 0.270. (5) The reactants are [CH3:1][C:2]1[C:10]([C:11]2[N:12]=[CH:13][C:14]([NH2:17])=[N:15][CH:16]=2)=[CH:9][C:8]2[CH2:7][CH2:6][O:5][C:4]=2[CH:3]=1.[F:18][C:19]1[CH:27]=[CH:26][CH:25]=[CH:24][C:20]=1[C:21](Cl)=[O:22]. No catalyst specified. The product is [F:18][C:19]1[CH:27]=[CH:26][CH:25]=[CH:24][C:20]=1[C:21]([NH:17][C:14]1[CH:13]=[N:12][C:11]([C:10]2[C:2]([CH3:1])=[CH:3][C:4]3[O:5][CH2:6][CH2:7][C:8]=3[CH:9]=2)=[CH:16][N:15]=1)=[O:22]. The yield is 0.649. (6) The reactants are C([O:3][C:4]([C:6]1[CH:7]=[N:8][N:9]([C:11]2[NH:15][C:14]3[CH:16]=[C:17]([Cl:30])[C:18]([S:20]([C:23]4[CH:28]=[CH:27][C:26]([Cl:29])=[CH:25][CH:24]=4)(=[O:22])=[O:21])=[CH:19][C:13]=3[N:12]=2)[CH:10]=1)=[O:5])C.C1COCC1.O[Li].O. The catalyst is O. The product is [Cl:30][C:17]1[C:18]([S:20]([C:23]2[CH:28]=[CH:27][C:26]([Cl:29])=[CH:25][CH:24]=2)(=[O:22])=[O:21])=[CH:19][C:13]2[N:12]=[C:11]([N:9]3[CH:10]=[C:6]([C:4]([OH:5])=[O:3])[CH:7]=[N:8]3)[NH:15][C:14]=2[CH:16]=1. The yield is 0.940. (7) The catalyst is C1(C)C=CC=CC=1.C(OCC)(=O)C. The reactants are [Si:1]([O:8][C:9]1([C:15]([O:17][CH2:18][CH3:19])=[O:16])[CH2:11][CH:10]1C(O)=O)([C:4]([CH3:7])([CH3:6])[CH3:5])([CH3:3])[CH3:2].CC[N:22]([CH:26](C)C)C(C)C.C1C=CC(P(N=[N+]=[N-])(C2C=CC=CC=2)=[O:36])=CC=1.[CH2:46]([OH:53])[C:47]1[CH:52]=[CH:51][CH:50]=[CH:49][CH:48]=1. The yield is 0.300. The product is [CH2:18]([O:17][C:15]([C:9]1([O:8][Si:1]([C:4]([CH3:5])([CH3:6])[CH3:7])([CH3:2])[CH3:3])[CH2:11][CH:10]1[NH:22][C:26]([O:53][CH2:46][C:47]1[CH:52]=[CH:51][CH:50]=[CH:49][CH:48]=1)=[O:36])=[O:16])[CH3:19]. (8) The reactants are [CH3:1][N:2]1[CH:6]=[C:5]([C:7]2[CH:8]=[C:9]3[CH:15]=[CH:14][NH:13][C:10]3=[N:11][CH:12]=2)[CH:4]=[N:3]1.[Cl:16][C:17]1[C:24]([O:25][CH2:26][C:27]([F:30])([F:29])[F:28])=[CH:23][CH:22]=[C:21]([Cl:31])[C:18]=1[CH:19]=[O:20].[OH-].[K+].O. The catalyst is CO. The product is [Cl:16][C:17]1[C:24]([O:25][CH2:26][C:27]([F:29])([F:30])[F:28])=[CH:23][CH:22]=[C:21]([Cl:31])[C:18]=1[CH:19]([C:15]1[C:9]2[C:10](=[N:11][CH:12]=[C:7]([C:5]3[CH:4]=[N:3][N:2]([CH3:1])[CH:6]=3)[CH:8]=2)[NH:13][CH:14]=1)[OH:20]. The yield is 0.757.